This data is from Forward reaction prediction with 1.9M reactions from USPTO patents (1976-2016). The task is: Predict the product of the given reaction. (1) Given the reactants C(Cl)Cl.[Cl:4][C:5]1[C:6]([CH:24]([S:33]([C:36]2[CH:41]=[CH:40][C:39]([Cl:42])=[CH:38][CH:37]=2)(=[O:35])=[O:34])[C:25]2[CH:30]=[C:29]([F:31])[CH:28]=[CH:27][C:26]=2[F:32])=[CH:7][C:8]([N:11]([S:20]([CH3:23])(=[O:22])=[O:21])[NH:12]C(OC(C)(C)C)=O)=[N:9][CH:10]=1.FC(F)(F)C(O)=O.C(=O)(O)[O-].[Na+], predict the reaction product. The product is: [Cl:4][C:5]1[C:6]([CH:24]([S:33]([C:36]2[CH:41]=[CH:40][C:39]([Cl:42])=[CH:38][CH:37]=2)(=[O:34])=[O:35])[C:25]2[CH:30]=[C:29]([F:31])[CH:28]=[CH:27][C:26]=2[F:32])=[CH:7][C:8]([N:11]([S:20]([CH3:23])(=[O:22])=[O:21])[NH2:12])=[N:9][CH:10]=1. (2) Given the reactants [F:1][C:2]([F:14])([F:13])[O:3][C:4]1[CH:5]=[C:6]2[C:10](=[CH:11][CH:12]=1)[NH:9][CH:8]=[CH:7]2.[Cl-].C([Al+]CC)C.[C:21](Cl)(=[O:23])[CH3:22].C(O)(=O)CC(CC(O)=O)(C(O)=O)O, predict the reaction product. The product is: [F:14][C:2]([F:1])([F:13])[O:3][C:4]1[CH:5]=[C:6]2[C:10](=[CH:11][CH:12]=1)[NH:9][CH:8]=[C:7]2[C:21](=[O:23])[CH3:22]. (3) The product is: [NH2:12][C:9]1[CH:8]=[CH:7][C:6]([C:2]([CH3:5])([CH3:1])[C:3]#[N:4])=[CH:11][CH:10]=1. Given the reactants [CH3:1][C:2]([C:6]1[CH:11]=[CH:10][C:9]([N+:12]([O-])=O)=[CH:8][CH:7]=1)([CH3:5])[C:3]#[N:4].[H][H], predict the reaction product.